Dataset: Forward reaction prediction with 1.9M reactions from USPTO patents (1976-2016). Task: Predict the product of the given reaction. (1) Given the reactants [Cl:1][C:2]1[CH:3]=[C:4]([C:8]([N+:11]([O-:13])=[O:12])=[CH:9][N:10]=1)[C:5]([OH:7])=[O:6].[C:14](=O)([O-])[O-].[Na+].[Na+].CI, predict the reaction product. The product is: [Cl:1][C:2]1[CH:3]=[C:4]([C:8]([N+:11]([O-:13])=[O:12])=[CH:9][N:10]=1)[C:5]([O:7][CH3:14])=[O:6]. (2) Given the reactants [C:1]([O:5][C:6]([N:8]([OH:26])[C:9]1([CH3:25])[C:13](=[O:14])[N:12]([CH3:15])[N:11]=[C:10]1[C:16]1[CH:24]=[CH:23][C:19]([C:20]([OH:22])=O)=[CH:18][CH:17]=1)=[O:7])([CH3:4])([CH3:3])[CH3:2].[NH:27]1[CH2:32][CH2:31][O:30][CH2:29][CH2:28]1, predict the reaction product. The product is: [CH3:15][N:12]1[C:13](=[O:14])[C:9]([N:8]([OH:26])[C:6](=[O:7])[O:5][C:1]([CH3:4])([CH3:3])[CH3:2])([CH3:25])[C:10]([C:16]2[CH:17]=[CH:18][C:19]([C:20]([N:27]3[CH2:32][CH2:31][O:30][CH2:29][CH2:28]3)=[O:22])=[CH:23][CH:24]=2)=[N:11]1.